From a dataset of Reaction yield outcomes from USPTO patents with 853,638 reactions. Predict the reaction yield, written as a fraction of the theoretical maximum amount of product (1.0 means a 100% yield; for example, 0.34 means a 34% yield). (1) The reactants are Br[C:2]1[C:10]2[S:9][C:8]([S:11][CH3:12])=[N:7][C:6]=2[CH:5]=[CH:4][CH:3]=1.[B:13]1([B:13]2[O:17][C:16]([CH3:19])([CH3:18])[C:15]([CH3:21])([CH3:20])[O:14]2)[O:17][C:16]([CH3:19])([CH3:18])[C:15]([CH3:21])([CH3:20])[O:14]1.C([O-])(=O)C.[K+].CCOC(C)=O. The catalyst is O1CCOCC1. The product is [CH3:12][S:11][C:8]1[S:9][C:10]2[C:2]([B:13]3[O:17][C:16]([CH3:19])([CH3:18])[C:15]([CH3:21])([CH3:20])[O:14]3)=[CH:3][CH:4]=[CH:5][C:6]=2[N:7]=1. The yield is 0.130. (2) The reactants are [C:1]([O:5][C@@H:6]([C:12]1[C:39]([CH3:40])=[N:38][C:37]2=[CH:41][C:34]3=[N:35][N:36]2[C:13]=1[N:14]1[CH2:46][CH2:45][C:17]([CH3:47])([O:18][CH2:19][CH2:20][CH2:21][CH2:22][C@H:23]([CH3:44])[O:24][C:25]2[CH:26]=[C:27]([CH3:43])[CH:28]=[CH:29][C:30]=2[CH:31]([CH3:42])[O:32][CH2:33]3)[CH2:16][CH2:15]1)[C:7]([O:9]CC)=[O:8])([CH3:4])([CH3:3])[CH3:2].[OH-].[Na+]. The catalyst is CCO. The product is [C:1]([O:5][C@@H:6]([C:12]1[C:39]([CH3:40])=[N:38][C:37]2=[CH:41][C:34]3=[N:35][N:36]2[C:13]=1[N:14]1[CH2:15][CH2:16][C:17]([CH3:47])([O:18][CH2:19][CH2:20][CH2:21][CH2:22][C@H:23]([CH3:44])[O:24][C:25]2[CH:26]=[C:27]([CH3:43])[CH:28]=[CH:29][C:30]=2[C@H:31]([CH3:42])[O:32][CH2:33]3)[CH2:45][CH2:46]1)[C:7]([OH:9])=[O:8])([CH3:3])([CH3:2])[CH3:4]. The yield is 0.418. (3) The reactants are C([O:3][C:4](=[O:33])[CH2:5][NH:6][C:7]([C:9]1[C:14](=[O:15])[N:13]([CH2:16][C:17]2[CH:22]=[CH:21][CH:20]=[CH:19][C:18]=2[C:23]([F:26])([F:25])[F:24])[C:12]([OH:27])=[C:11]([C:28](OC)=[O:29])[C:10]=1[OH:32])=[O:8])C.[CH:34]1([CH2:37][NH2:38])[CH2:36][CH2:35]1. The catalyst is C(Cl)(Cl)Cl. The product is [CH:34]1([CH2:37][NH:38][C:28]([C:11]2[C:10]([OH:32])=[C:9]([C:7]([NH:6][CH2:5][C:4]([OH:3])=[O:33])=[O:8])[C:14](=[O:15])[N:13]([CH2:16][C:17]3[CH:22]=[CH:21][CH:20]=[CH:19][C:18]=3[C:23]([F:25])([F:24])[F:26])[C:12]=2[OH:27])=[O:29])[CH2:36][CH2:35]1. The yield is 0.370. (4) The reactants are [CH3:1][O:2][C:3]1[CH:4]=[C:5]2[C:10](=[CH:11][C:12]=1[O:13][CH3:14])[N:9]=[CH:8][CH:7]=[C:6]2[O:15][C:16]1[CH:22]=[CH:21][C:19]([NH2:20])=[C:18]([CH3:23])[C:17]=1[CH3:24].C1(C)C=CC=CC=1.C(N(CC)CC)C.ClC(Cl)(O[C:43](=[O:49])[O:44][C:45](Cl)(Cl)Cl)Cl.[F:51][C:52]1[CH:61]=[CH:60][CH:59]=[CH:58][C:53]=1[O:54][CH2:55]CO. The catalyst is C(Cl)Cl. The product is [CH3:1][O:2][C:3]1[CH:4]=[C:5]2[C:10](=[CH:11][C:12]=1[O:13][CH3:14])[N:9]=[CH:8][CH:7]=[C:6]2[O:15][C:16]1[CH:22]=[CH:21][C:19]([NH:20][C:43](=[O:49])[O:44][CH2:45][CH2:55][O:54][C:53]2[CH:58]=[CH:59][CH:60]=[CH:61][C:52]=2[F:51])=[C:18]([CH3:23])[C:17]=1[CH3:24]. The yield is 0.470. (5) The reactants are [CH3:1][O:2][CH2:3][CH2:4][O:5][C:6]1[CH:7]=[C:8]2[C:12](=[C:13]([N:15]([CH3:25])[S:16]([C:19]3[CH:24]=[CH:23][CH:22]=[CH:21][N:20]=3)(=[O:18])=[O:17])[CH:14]=1)[NH:11][C:10]([C:26]1[S:27][C:28]([CH3:38])([CH2:31][N:32]3[CH2:37][CH2:36][S:35][CH2:34][CH2:33]3)[CH2:29][N:30]=1)=[CH:9]2.[O:39]1CCCC1.OOS([O-])=O.[K+].S([O-])([O-])=O.[Na+].[Na+]. The catalyst is O.C(O)C. The product is [CH3:1][O:2][CH2:3][CH2:4][O:5][C:6]1[CH:7]=[C:8]2[C:12](=[C:13]([N:15]([CH3:25])[S:16]([C:19]3[CH:24]=[CH:23][CH:22]=[CH:21][N:20]=3)(=[O:18])=[O:17])[CH:14]=1)[NH:11][C:10]([C:26]1[S:27][C:28]([CH3:38])([CH2:31][N:32]3[CH2:37][CH2:36][S:35](=[O:39])[CH2:34][CH2:33]3)[CH2:29][N:30]=1)=[CH:9]2. The yield is 0.990. (6) The reactants are Br[C:2]1[CH:3]=[C:4]2[C:8](=[CH:9][C:10]=1[Cl:11])[NH:7][CH:6]=[C:5]2[CH:12]=[O:13].[C:14]1(B(O)O)[CH:19]=[CH:18][CH:17]=[CH:16][CH:15]=1.C(=O)([O-])[O-].[K+].[K+]. The catalyst is C1(C)C=CC=CC=1.CCO.C1C=CC(P(C2C=CC=CC=2)[C-]2C=CC=C2)=CC=1.C1C=CC(P(C2C=CC=CC=2)[C-]2C=CC=C2)=CC=1.Cl[Pd]Cl.[Fe+2]. The product is [Cl:11][C:10]1[CH:9]=[C:8]2[C:4]([C:5]([CH:12]=[O:13])=[CH:6][NH:7]2)=[CH:3][C:2]=1[C:14]1[CH:19]=[CH:18][CH:17]=[CH:16][CH:15]=1. The yield is 0.980.